This data is from NCI-60 drug combinations with 297,098 pairs across 59 cell lines. The task is: Regression. Given two drug SMILES strings and cell line genomic features, predict the synergy score measuring deviation from expected non-interaction effect. (1) Synergy scores: CSS=31.4, Synergy_ZIP=-3.08, Synergy_Bliss=-1.12, Synergy_Loewe=-5.18, Synergy_HSA=0.338. Cell line: CAKI-1. Drug 2: CC1CCCC2(C(O2)CC(NC(=O)CC(C(C(=O)C(C1O)C)(C)C)O)C(=CC3=CSC(=N3)C)C)C. Drug 1: CC1CCC2CC(C(=CC=CC=CC(CC(C(=O)C(C(C(=CC(C(=O)CC(OC(=O)C3CCCCN3C(=O)C(=O)C1(O2)O)C(C)CC4CCC(C(C4)OC)O)C)C)O)OC)C)C)C)OC. (2) Drug 1: C1CN1P(=S)(N2CC2)N3CC3. Drug 2: CCC1(C2=C(COC1=O)C(=O)N3CC4=CC5=C(C=CC(=C5CN(C)C)O)N=C4C3=C2)O.Cl. Cell line: UACC62. Synergy scores: CSS=51.9, Synergy_ZIP=-2.77, Synergy_Bliss=0.0664, Synergy_Loewe=0.746, Synergy_HSA=4.32. (3) Drug 1: CC12CCC3C(C1CCC2=O)CC(=C)C4=CC(=O)C=CC34C. Drug 2: CC(C)CN1C=NC2=C1C3=CC=CC=C3N=C2N. Cell line: ACHN. Synergy scores: CSS=31.8, Synergy_ZIP=-0.299, Synergy_Bliss=0.108, Synergy_Loewe=0.845, Synergy_HSA=-0.420. (4) Cell line: UACC-257. Drug 2: COC1=C2C(=CC3=C1OC=C3)C=CC(=O)O2. Drug 1: CN(CCCl)CCCl.Cl. Synergy scores: CSS=5.96, Synergy_ZIP=-4.61, Synergy_Bliss=-4.21, Synergy_Loewe=-5.61, Synergy_HSA=-3.71. (5) Drug 1: C1=NC2=C(N=C(N=C2N1C3C(C(C(O3)CO)O)O)F)N. Drug 2: C1=NC2=C(N=C(N=C2N1C3C(C(C(O3)CO)O)F)Cl)N. Cell line: SF-539. Synergy scores: CSS=1.01, Synergy_ZIP=-2.35, Synergy_Bliss=-5.76, Synergy_Loewe=-4.21, Synergy_HSA=-4.17.